Dataset: Reaction yield outcomes from USPTO patents with 853,638 reactions. Task: Predict the reaction yield, written as a fraction of the theoretical maximum amount of product (1.0 means a 100% yield; for example, 0.34 means a 34% yield). (1) The product is [Cl:1][C:2]1[CH:7]=[CH:6][CH:5]=[CH:4][C:3]=1[C:8]1[N:9]([C:31]2[CH:32]=[CH:33][C:34]([Cl:37])=[CH:35][CH:36]=2)[C:10]2[C:15]([N:16]=1)=[C:14]([N:17]1[CH2:22][CH2:21][CH:20]([NH2:23])[CH2:19][CH2:18]1)[N:13]=[CH:12][N:11]=2. The yield is 0.950. The reactants are [Cl:1][C:2]1[CH:7]=[CH:6][CH:5]=[CH:4][C:3]=1[C:8]1[N:9]([C:31]2[CH:36]=[CH:35][C:34]([Cl:37])=[CH:33][CH:32]=2)[C:10]2[C:15]([N:16]=1)=[C:14]([N:17]1[CH2:22][CH2:21][CH:20]([NH:23]C(=O)OC(C)(C)C)[CH2:19][CH2:18]1)[N:13]=[CH:12][N:11]=2.FC(F)(F)C(O)=O. The catalyst is ClCCl. (2) The reactants are [CH3:1][S:2](Cl)(=[O:4])=[O:3].[CH3:6][O:7][C:8]1[CH:9]=[C:10]([CH:25]=[CH:26][C:27]=1[O:28][CH3:29])[O:11][CH:12]([C:17]1[CH:24]=[CH:23][C:20]([C:21]#[N:22])=[CH:19][CH:18]=1)[CH2:13][CH2:14][CH2:15][OH:16].C(N(CC)CC)C.O. The catalyst is C(Cl)Cl. The product is [CH3:1][S:2]([O:16][CH2:15][CH2:14][CH2:13][CH:12]([C:17]1[CH:18]=[CH:19][C:20]([C:21]#[N:22])=[CH:23][CH:24]=1)[O:11][C:10]1[CH:25]=[CH:26][C:27]([O:28][CH3:29])=[C:8]([O:7][CH3:6])[CH:9]=1)(=[O:4])=[O:3]. The yield is 1.00. (3) The reactants are Cl[CH:2]([C:5]1[CH:10]=[CH:9][CH:8]=[C:7]([N+:11]([O-:13])=[O:12])[CH:6]=1)[C:3]#[N:4].[CH2:14]([N:20]1[C:24](=[O:25])[CH:23]=[CH:22][C:21]1=[O:26])[CH2:15][CH2:16][CH2:17][CH2:18][CH3:19].C(=O)([O-])[O-].[K+].[K+].[I-].[Na+]. The catalyst is CN(C)C=O.O. The product is [CH2:14]([N:20]1[C:21](=[O:26])[CH:22]2[CH:23]([C:2]2([C:5]2[CH:10]=[CH:9][CH:8]=[C:7]([N+:11]([O-:13])=[O:12])[CH:6]=2)[C:3]#[N:4])[C:24]1=[O:25])[CH2:15][CH2:16][CH2:17][CH2:18][CH3:19]. The yield is 0.320. (4) The catalyst is CN(C)C=O.O. The reactants are [CH3:1][S:2]([NH2:5])(=[O:4])=[O:3].[H-].[Na+].[C:8]([C:11]1[CH:12]=[C:13]([CH:17]2[CH2:26][C:25]([CH3:28])([CH3:27])[C:24]3[C:19](=[CH:20][CH:21]=[C:22]([C:29](O)=[O:30])[CH:23]=3)[NH:18]2)[CH:14]=[CH:15][CH:16]=1)(=[O:10])[NH2:9].C(N1C=CN=C1)(N1C=CN=C1)=O. The product is [CH3:1][S:2]([NH:5][C:29]([C:22]1[CH:23]=[C:24]2[C:19](=[CH:20][CH:21]=1)[NH:18][CH:17]([C:13]1[CH:12]=[C:11]([CH:16]=[CH:15][CH:14]=1)[C:8]([NH2:9])=[O:10])[CH2:26][C:25]2([CH3:28])[CH3:27])=[O:30])(=[O:4])=[O:3]. The yield is 0.100.